From a dataset of Peptide-MHC class II binding affinity with 134,281 pairs from IEDB. Regression. Given a peptide amino acid sequence and an MHC pseudo amino acid sequence, predict their binding affinity value. This is MHC class II binding data. (1) The binding affinity (normalized) is 0.402. The peptide sequence is SYAVDAANHCGTVAN. The MHC is DRB1_0101 with pseudo-sequence DRB1_0101. (2) The peptide sequence is EKFGHLCRAHNGVIV. The MHC is DRB1_0101 with pseudo-sequence DRB1_0101. The binding affinity (normalized) is 0.807. (3) The peptide sequence is SQDLELSWNLNGLQAF. The MHC is HLA-DQA10301-DQB10302 with pseudo-sequence HLA-DQA10301-DQB10302. The binding affinity (normalized) is 0.631.